This data is from Catalyst prediction with 721,799 reactions and 888 catalyst types from USPTO. The task is: Predict which catalyst facilitates the given reaction. Reactant: C(N(CC)C(C)C)(C)C.CN(C(ON1N=NC2C=CC=NC1=2)=[N+](C)C)C.F[P-](F)(F)(F)(F)F.[Cl:34][C:35]1[CH:36]=[C:37]([CH:54]=[CH:55][CH:56]=1)[CH2:38][NH:39][C:40]1[N:53]=[C:43]2[C:44]([O:51][CH3:52])=[CH:45][C:46]([C:48]([OH:50])=O)=[CH:47][N:42]2[N:41]=1.[CH3:57][O:58][CH2:59][CH:60]1[NH:67][CH2:66][CH:65]2[N:62]([CH2:63][CH2:64]2)[C:61]1=[O:68]. Product: [Cl:34][C:35]1[CH:36]=[C:37]([CH:54]=[CH:55][CH:56]=1)[CH2:38][NH:39][C:40]1[N:53]=[C:43]2[C:44]([O:51][CH3:52])=[CH:45][C:46]([C:48]([N:67]3[CH2:66][CH:65]4[N:62]([CH2:63][CH2:64]4)[C:61](=[O:68])[CH:60]3[CH2:59][O:58][CH3:57])=[O:50])=[CH:47][N:42]2[N:41]=1. The catalyst class is: 9.